From a dataset of Forward reaction prediction with 1.9M reactions from USPTO patents (1976-2016). Predict the product of the given reaction. (1) Given the reactants C[Si](C)(C)[C:3]([F:6])([F:5])[F:4].[F-].[K+].[Br:11][C:12]1[CH:13]=[N:14][C:15](I)=[N:16][CH:17]=1, predict the reaction product. The product is: [Br:11][C:12]1[CH:13]=[N:14][C:15]([C:3]([F:6])([F:5])[F:4])=[N:16][CH:17]=1. (2) Given the reactants [NH2:1][C:2]1[CH:7]=[CH:6][C:5]([CH3:8])=[CH:4][N:3]=1.[Br:9][CH2:10][C:11]([C:13]1[CH:20]=[CH:19][C:16]([C:17]#[N:18])=[CH:15][CH:14]=1)=O, predict the reaction product. The product is: [BrH:9].[CH3:8][C:5]1[CH:6]=[CH:7][C:2]2[N:3]([CH:10]=[C:11]([C:13]3[CH:20]=[CH:19][C:16]([C:17]#[N:18])=[CH:15][CH:14]=3)[N:1]=2)[CH:4]=1. (3) Given the reactants [F:1][C:2]([F:6])([F:5])[CH2:3][OH:4].N1C=CC=CC=1.[CH3:13][O:14][C:15](Cl)=[O:16], predict the reaction product. The product is: [C:15](=[O:16])([O:14][CH3:13])[O:4][CH2:3][C:2]([F:6])([F:5])[F:1]. (4) Given the reactants [Cl:1][C:2]1[CH:11]=[CH:10][C:5]([C:6]([O:8][CH3:9])=[O:7])=[C:4](I)[CH:3]=1.[CH3:13][O:14][C:15]1[CH:20]=[CH:19][C:18](B(O)O)=[CH:17][CH:16]=1.C1(P(C2CCCCC2)C2C=CC=CC=2C2C(OC)=CC=CC=2OC)CCCCC1.P([O-])([O-])([O-])=O.[K+].[K+].[K+], predict the reaction product. The product is: [Cl:1][C:2]1[CH:11]=[CH:10][C:5]([C:6]([O:8][CH3:9])=[O:7])=[C:4]([C:18]2[CH:19]=[CH:20][C:15]([O:14][CH3:13])=[CH:16][CH:17]=2)[CH:3]=1. (5) Given the reactants [CH2:1]([C:3]1[C:8]([OH:9])=[C:7]([CH:10]=O)[CH:6]=[CH:5][N:4]=1)[CH3:2].[F:12][C:13]1[CH:18]=[CH:17][C:16]([NH2:19])=[CH:15][C:14]=1[Cl:20], predict the reaction product. The product is: [Cl:20][C:14]1[CH:15]=[C:16]([N:19]=[CH:10][C:7]2[CH:6]=[CH:5][N:4]=[C:3]([CH2:1][CH3:2])[C:8]=2[OH:9])[CH:17]=[CH:18][C:13]=1[F:12].